Dataset: Forward reaction prediction with 1.9M reactions from USPTO patents (1976-2016). Task: Predict the product of the given reaction. (1) Given the reactants [F:1][C:2]([F:12])([F:11])[O:3][C:4]1[CH:10]=[CH:9][C:7]([NH2:8])=[CH:6][CH:5]=1.[C:13]([SiH2:17][O:18][C:19]([CH3:43])([CH3:42])[C:20]1[CH:25]=[C:24](Cl)[N:23]=[C:22]([NH:27][C:28]2[CH:33]=[CH:32][C:31]([N:34]3[CH:38]=[C:37]([CH3:39])[N:36]=[CH:35]3)=[C:30]([O:40][CH3:41])[CH:29]=2)[CH:21]=1)([CH3:16])([CH3:15])[CH3:14], predict the reaction product. The product is: [C:13]([SiH2:17][O:18][C:19]([CH3:43])([CH3:42])[C:20]1[CH:25]=[C:24]([NH:8][C:7]2[CH:9]=[CH:10][C:4]([O:3][C:2]([F:11])([F:12])[F:1])=[CH:5][CH:6]=2)[N:23]=[C:22]([NH:27][C:28]2[CH:33]=[CH:32][C:31]([N:34]3[CH:38]=[C:37]([CH3:39])[N:36]=[CH:35]3)=[C:30]([O:40][CH3:41])[CH:29]=2)[CH:21]=1)([CH3:16])([CH3:15])[CH3:14]. (2) Given the reactants Cl[C:2]1[N:7]=[CH:6][C:5]2[N:8]=[CH:9][N:10]([CH3:11])[C:4]=2[CH:3]=1.[NH2:12][C:13]1[CH:14]=[C:15]([CH:20]=[CH:21][C:22]=1[CH2:23][CH3:24])[C:16]([O:18][CH3:19])=[O:17].[C:25](=O)([O-])[O-].[Cs+].[Cs+].C1(P(C2CCCCC2)C2C=CC=CC=2C2C(OC(C)C)=CC=CC=2OC(C)C)CCCCC1, predict the reaction product. The product is: [CH2:23]([C:22]1[CH:21]=[CH:20][C:15]([C:16]([O:18][CH3:19])=[O:17])=[CH:14][C:13]=1[N:12]([CH3:25])[C:2]1[N:7]=[CH:6][C:5]2[N:8]=[CH:9][N:10]([CH3:11])[C:4]=2[CH:3]=1)[CH3:24]. (3) Given the reactants [CH3:1][O:2][C:3]1[CH:12]=[C:11]2[C:6]([CH:7]=[CH:8][C:9](=[O:16])[N:10]2[CH2:13][CH:14]=O)=[CH:5][CH:4]=1.[NH:17]1[CH2:22][CH2:21][CH:20]([NH:23][C:24](=[O:30])[O:25][C:26]([CH3:29])([CH3:28])[CH3:27])[CH2:19][CH2:18]1.C(O[BH-](OC(=O)C)OC(=O)C)(=O)C.[Na+].C(=O)([O-])O.[Na+], predict the reaction product. The product is: [CH3:1][O:2][C:3]1[CH:12]=[C:11]2[C:6]([CH:7]=[CH:8][C:9](=[O:16])[N:10]2[CH2:13][CH2:14][N:17]2[CH2:18][CH2:19][CH:20]([NH:23][C:24](=[O:30])[O:25][C:26]([CH3:28])([CH3:27])[CH3:29])[CH2:21][CH2:22]2)=[CH:5][CH:4]=1. (4) Given the reactants [O:1]=[C:2]1[C:10]2([C:22]3[C:13](=[CH:14][C:15]4[O:20][CH2:19][CH2:18][O:17][C:16]=4[CH:21]=3)[O:12][CH2:11]2)[C:9]2[C:4](=[CH:5][CH:6]=[CH:7][CH:8]=2)[N:3]1[CH2:23][C:24]1[CH:33]=[CH:32][C:27]([C:28]([O:30]C)=[O:29])=[CH:26][CH:25]=1.O=C1C2(COC3C=C4C(=CC2=3)CCO4)C2C(=CC=CC=2)N1CC1C=C(C=CC=1)C(OC)=O, predict the reaction product. The product is: [O:1]=[C:2]1[C:10]2([C:22]3[C:13](=[CH:14][C:15]4[O:20][CH2:19][CH2:18][O:17][C:16]=4[CH:21]=3)[O:12][CH2:11]2)[C:9]2[C:4](=[CH:5][CH:6]=[CH:7][CH:8]=2)[N:3]1[CH2:23][C:24]1[CH:25]=[CH:26][C:27]([C:28]([OH:30])=[O:29])=[CH:32][CH:33]=1. (5) Given the reactants [CH3:1][C:2]1[CH:6]=[C:5]([CH3:7])[NH:4][C:3]=1[C:8](=[C:12]1[C:20]2[C:15](=[CH:16][CH:17]=[CH:18][CH:19]=2)[NH:14][C:13]1=[O:21])[C:9](O)=[O:10].[Cl:22][C:23]1[CH:24]=[C:25]([CH:27]=[CH:28][C:29]=1[F:30])[NH2:26], predict the reaction product. The product is: [Cl:22][C:23]1[CH:24]=[C:25]([NH:26][C:9](=[O:10])[C:8]([C:3]2[NH:4][C:5]([CH3:7])=[CH:6][C:2]=2[CH3:1])=[C:12]2[C:20]3[C:15](=[CH:16][CH:17]=[CH:18][CH:19]=3)[NH:14][C:13]2=[O:21])[CH:27]=[CH:28][C:29]=1[F:30]. (6) Given the reactants Cl[C:2]1[CH:7]=[N:6][C:5]([CH3:8])=[CH:4][N:3]=1.[NH2:9][C@H:10]1[C:19]2[C:14](=[CH:15][CH:16]=[C:17]([CH:20]3[CH2:25][CH2:24][O:23][CH2:22][CH2:21]3)[CH:18]=2)[N:13]([C:26](=[O:28])[CH3:27])[C@@H:12]([CH3:29])[C@@H:11]1[CH3:30].CC(C)([O-])C.[Na+].CN(C1C(C2C(P(C3CCCCC3)C3CCCCC3)=CC=CC=2)=CC=CC=1)C, predict the reaction product. The product is: [CH3:29][C@H:12]1[C@H:11]([CH3:30])[C@@H:10]([NH:9][C:2]2[CH:7]=[N:6][C:5]([CH3:8])=[CH:4][N:3]=2)[C:19]2[C:14](=[CH:15][CH:16]=[C:17]([CH:20]3[CH2:25][CH2:24][O:23][CH2:22][CH2:21]3)[CH:18]=2)[N:13]1[C:26](=[O:28])[CH3:27]. (7) Given the reactants C(OC([N:8]1[CH2:11][CH:10]([O:12][C:13]2[C:22]([C:23]3[CH:24]=[N:25][N:26]([CH:28]4[CH2:30][CH2:29]4)[CH:27]=3)=[CH:21][CH:20]=[C:19]3[C:14]=2[CH2:15][CH2:16][C@H:17]([CH3:35])[N:18]3[C:31]([O:33][CH3:34])=[O:32])[CH2:9]1)=O)(C)(C)C.FC(F)(F)C(O)=O, predict the reaction product. The product is: [NH:8]1[CH2:9][CH:10]([O:12][C:13]2[C:22]([C:23]3[CH:24]=[N:25][N:26]([CH:28]4[CH2:29][CH2:30]4)[CH:27]=3)=[CH:21][CH:20]=[C:19]3[C:14]=2[CH2:15][CH2:16][C@H:17]([CH3:35])[N:18]3[C:31]([O:33][CH3:34])=[O:32])[CH2:11]1. (8) Given the reactants [Cl:1][C:2]1[C:3]([N:16]2[CH2:21][CH2:20][CH:19]([C:22]3[CH:31]=[CH:30][CH:29]=[CH:28][C:23]=3[C:24]([O:26][CH3:27])=[O:25])[CH2:18][CH2:17]2)=[CH:4][N:5]=[N:6][C:7]=1[NH:8][NH:9][C:10](=O)[CH2:11][CH:12]1[CH2:14][CH2:13]1.P(Cl)(Cl)(Cl)=O, predict the reaction product. The product is: [Cl:1][C:2]1[C:7]2[N:6]([C:10]([CH2:11][CH:12]3[CH2:13][CH2:14]3)=[N:9][N:8]=2)[N:5]=[CH:4][C:3]=1[N:16]1[CH2:17][CH2:18][CH:19]([C:22]2[CH:31]=[CH:30][CH:29]=[CH:28][C:23]=2[C:24]([O:26][CH3:27])=[O:25])[CH2:20][CH2:21]1. (9) Given the reactants CC(P(C(C)(C)C)C1[C:11]([C:12]2[CH:17]=[CH:16][CH:15]=[CH:14][CH:13]=2)=[CH:10][CH:9]=[CH:8][CH:7]=1)(C)C.C(N(CC)CC)C.[Cl:29][C:30]1[CH:35]=[CH:34][C:33]([C:36]#[C:37][P:38](=[O:43])([OH:42])[O:39][CH2:40][CH3:41])=[CH:32][CH:31]=1.C(C1C=CC=CC=1)CCC#C, predict the reaction product. The product is: [Cl:29][C:30]1[CH:31]=[CH:32][C:33]([C:36]#[C:37][P:38](=[O:42])([O:43][C:8]([CH2:9][CH2:10][CH2:11][C:12]2[CH:13]=[CH:14][CH:15]=[CH:16][CH:17]=2)=[CH2:7])[O:39][CH2:40][CH3:41])=[CH:34][CH:35]=1.